This data is from Full USPTO retrosynthesis dataset with 1.9M reactions from patents (1976-2016). The task is: Predict the reactants needed to synthesize the given product. (1) Given the product [Br:32][C:28]1[CH:27]=[C:26]([CH:14]([N:13]=[C:1]=[S:2])[C:15]2[CH:16]=[C:17]([CH:23]=[CH:24][CH:25]=2)[C:18]([N:20]([CH3:21])[CH3:22])=[O:19])[CH:31]=[CH:30][CH:29]=1, predict the reactants needed to synthesize it. The reactants are: [C:1](N1C=CN=C1)(N1C=CN=C1)=[S:2].[NH2:13][CH:14]([C:26]1[CH:31]=[CH:30][CH:29]=[C:28]([Br:32])[CH:27]=1)[C:15]1[CH:16]=[C:17]([CH:23]=[CH:24][CH:25]=1)[C:18]([N:20]([CH3:22])[CH3:21])=[O:19]. (2) Given the product [Cl:1][C:2]1[C:6]([F:11])=[C:5]([C:7]([OH:9])=[O:8])[NH:4][N:3]=1, predict the reactants needed to synthesize it. The reactants are: [Cl:1][C:2]1[CH:6]=[C:5]([C:7]([OH:9])=[O:8])[NH:4][N:3]=1.[B-](F)(F)(F)[F:11].[B-](F)(F)(F)F.C1[N+]2(CCl)CC[N+](F)(CC2)C1.C(O)(=O)C.[B-](F)(F)(F)F.[B-](F)(F)(F)F.C[N+]12CC[N+](F)(CC1)CC2. (3) Given the product [CH3:1][O:2][C:3]1[CH:8]=[CH:7][CH:6]=[CH:5][C:4]=1[N:9]1[CH2:15][CH2:14][CH2:13][CH2:12][C@H:11]([NH:16][C:17](=[O:23])[O:18][C:19]([CH3:20])([CH3:22])[CH3:21])[C:10]1=[O:24], predict the reactants needed to synthesize it. The reactants are: [CH3:1][O:2][C:3]1[CH:8]=[CH:7][CH:6]=[CH:5][C:4]=1[N:9]1[CH2:15][CH:14]=[CH:13][CH2:12][C@H:11]([NH:16][C:17](=[O:23])[O:18][C:19]([CH3:22])([CH3:21])[CH3:20])[C:10]1=[O:24]. (4) Given the product [CH3:1][Si:2]([N:5]([CH2:10][CH2:11][CH2:12][SiH2:13][CH:16]=[C:19]([CH3:20])[CH3:18])[Si:6]([CH3:9])([CH3:8])[CH3:7])([CH3:4])[CH3:3], predict the reactants needed to synthesize it. The reactants are: [CH3:1][Si:2]([N:5]([CH2:10][CH2:11][CH2:12][Si:13]([CH3:16])(C)Cl)[Si:6]([CH3:9])([CH3:8])[CH3:7])([CH3:4])[CH3:3].O1C[CH2:20][CH2:19][CH2:18]1.C([Mg]Cl)=C. (5) Given the product [ClH:45].[NH2:8][C@@H:9]1[CH2:14][CH2:13][CH2:12][N:11]([C:15]2[N:37]([CH2:38][C:39]3[CH:44]=[CH:43][CH:42]=[CH:41][C:40]=3[Cl:45])[C:18]3[C:19](=[O:36])[N:20]([CH3:35])[C:21]4[CH:22]=[CH:23][C:24]([F:34])=[C:25]([C:27]([OH:29])=[O:28])[C:26]=4[C:17]=3[N:16]=2)[CH2:10]1, predict the reactants needed to synthesize it. The reactants are: C(OC([NH:8][C@@H:9]1[CH2:14][CH2:13][CH2:12][N:11]([C:15]2[N:37]([CH2:38][C:39]3[CH:44]=[CH:43][CH:42]=[CH:41][C:40]=3[Cl:45])[C:18]3[C:19](=[O:36])[N:20]([CH3:35])[C:21]4[CH:22]=[CH:23][C:24]([F:34])=[C:25]([C:27]([O:29]C(C)(C)C)=[O:28])[C:26]=4[C:17]=3[N:16]=2)[CH2:10]1)=O)(C)(C)C. (6) Given the product [N:7]1[CH:8]=[CH:9][CH:10]=[CH:11][C:6]=1[C:3]1[CH:4]=[CH:5][N:1]([C:13]2[CH:14]=[C:15]([CH:18]=[CH:19][CH:20]=2)[C:16]#[N:17])[N:2]=1, predict the reactants needed to synthesize it. The reactants are: [NH:1]1[CH:5]=[CH:4][C:3]([C:6]2[CH:11]=[CH:10][CH:9]=[CH:8][N:7]=2)=[N:2]1.F[C:13]1[CH:14]=[C:15]([CH:18]=[CH:19][CH:20]=1)[C:16]#[N:17].C([O-])([O-])=O.[K+].[K+].O. (7) Given the product [C:1]1([C:7]2[C:15]3[C:14]([N:16]4[CH2:17][CH2:18][CH:19]([CH2:22][O:23][CH2:28][CH2:29][N:30]5[CH2:34][CH2:33][CH2:32][CH2:31]5)[CH2:20][CH2:21]4)=[N:13][CH:12]=[N:11][C:10]=3[S:9][CH:8]=2)[CH:2]=[CH:3][CH:4]=[CH:5][CH:6]=1, predict the reactants needed to synthesize it. The reactants are: [C:1]1([C:7]2[C:15]3[C:14]([N:16]4[CH2:21][CH2:20][CH:19]([CH2:22][OH:23])[CH2:18][CH2:17]4)=[N:13][CH:12]=[N:11][C:10]=3[S:9][CH:8]=2)[CH:6]=[CH:5][CH:4]=[CH:3][CH:2]=1.[H-].[Na+].Cl.Cl[CH2:28][CH2:29][N:30]1[CH2:34][CH2:33][CH2:32][CH2:31]1. (8) Given the product [C:19]12([CH2:18][NH:17][C:16]([C:12]3[C:11]4[N:10]([N:9]=[C:8]([CH2:6][OH:5])[CH:30]=4)[CH:15]=[CH:14][CH:13]=3)=[O:29])[CH2:26][CH:25]3[CH2:27][CH:21]([CH2:22][CH:23]([CH2:24]3)[CH2:28]1)[CH2:20]2, predict the reactants needed to synthesize it. The reactants are: [Li+].[BH4-].C([O:5][C:6]([C:8]1[CH:30]=[C:11]2[C:12]([C:16](=[O:29])[NH:17][CH2:18][C:19]34[CH2:28][CH:23]5[CH2:24][CH:25]([CH2:27][CH:21]([CH2:22]5)[CH2:20]3)[CH2:26]4)=[CH:13][CH:14]=[CH:15][N:10]2[N:9]=1)=O)C. (9) Given the product [CH2:1]([O:8][C@H:9]1[CH2:12][CH2:11][C@H:10]1[NH:14][CH2:15][CH2:16][OH:17])[C:2]1[CH:7]=[CH:6][CH:5]=[CH:4][CH:3]=1, predict the reactants needed to synthesize it. The reactants are: [CH2:1]([O:8][CH:9]1[CH2:12][CH2:11][C:10]1=O)[C:2]1[CH:7]=[CH:6][CH:5]=[CH:4][CH:3]=1.[NH2:14][CH2:15][CH2:16][OH:17].C(O)(=O)C.C(O[BH-](OC(=O)C)OC(=O)C)(=O)C.[Na+].[OH-].[Na+]. (10) Given the product [CH:33]1([C:32]2[C:13]([N:8]([C:5]3[CH:6]=[CH:7][C:2]([B:41]4[O:45][C:44]([CH3:47])([CH3:46])[C:43]([CH3:49])([CH3:48])[O:42]4)=[CH:3][CH:4]=3)[S:9]([CH3:12])(=[O:11])=[O:10])=[CH:14][C:15]3[O:19][C:18]([C:20]4[CH:25]=[CH:24][C:23]([F:26])=[CH:22][CH:21]=4)=[C:17]([C:27]([NH:29][CH3:30])=[O:28])[C:16]=3[CH:31]=2)[CH2:35][CH2:34]1, predict the reactants needed to synthesize it. The reactants are: Br[C:2]1[CH:7]=[CH:6][C:5]([N:8]([C:13]2[C:32]([CH:33]3[CH2:35][CH2:34]3)=[CH:31][C:16]3[C:17]([C:27]([NH:29][CH3:30])=[O:28])=[C:18]([C:20]4[CH:25]=[CH:24][C:23]([F:26])=[CH:22][CH:21]=4)[O:19][C:15]=3[CH:14]=2)[S:9]([CH3:12])(=[O:11])=[O:10])=[CH:4][CH:3]=1.C([O-])(=O)C.[K+].[B:41]1([B:41]2[O:45][C:44]([CH3:47])([CH3:46])[C:43]([CH3:49])([CH3:48])[O:42]2)[O:45][C:44]([CH3:47])([CH3:46])[C:43]([CH3:49])([CH3:48])[O:42]1.